Dataset: Peptide-MHC class I binding affinity with 185,985 pairs from IEDB/IMGT. Task: Regression. Given a peptide amino acid sequence and an MHC pseudo amino acid sequence, predict their binding affinity value. This is MHC class I binding data. (1) The peptide sequence is QMNSLRAEDTA. The MHC is Mamu-B01 with pseudo-sequence Mamu-B01. The binding affinity (normalized) is 0. (2) The peptide sequence is LYNILSPFL. The MHC is HLA-A24:02 with pseudo-sequence HLA-A24:02. The binding affinity (normalized) is 0.233. (3) The peptide sequence is EVEDYGFGVF. The MHC is HLA-A26:01 with pseudo-sequence HLA-A26:01. The binding affinity (normalized) is 0.548. (4) The peptide sequence is KMLTFDVFR. The MHC is HLA-A68:01 with pseudo-sequence HLA-A68:01. The binding affinity (normalized) is 0.598. (5) The peptide sequence is SLMEMDYER. The MHC is HLA-A11:01 with pseudo-sequence HLA-A11:01. The binding affinity (normalized) is 0.302. (6) The peptide sequence is ITETIPIGM. The MHC is HLA-A02:01 with pseudo-sequence HLA-A02:01. The binding affinity (normalized) is 0. (7) The peptide sequence is RTSKAALER. The MHC is HLA-A02:03 with pseudo-sequence HLA-A02:03. The binding affinity (normalized) is 0. (8) The binding affinity (normalized) is 0.207. The peptide sequence is SPAHLINKLL. The MHC is HLA-B51:01 with pseudo-sequence HLA-B51:01. (9) The MHC is HLA-A02:01 with pseudo-sequence HLA-A02:01. The peptide sequence is LTVSFIDET. The binding affinity (normalized) is 0. (10) The peptide sequence is KYPNLNDLK. The MHC is HLA-A24:02 with pseudo-sequence HLA-A24:02. The binding affinity (normalized) is 0.117.